Task: Predict the product of the given reaction.. Dataset: Forward reaction prediction with 1.9M reactions from USPTO patents (1976-2016) (1) The product is: [Br:5][C:6]1[CH:11]=[CH:10][C:9]([CH2:12][C:13]([Cl:3])=[O:15])=[CH:8][CH:7]=1. Given the reactants O=S(Cl)[Cl:3].[Br:5][C:6]1[CH:11]=[CH:10][C:9]([CH2:12][C:13]([OH:15])=O)=[CH:8][CH:7]=1, predict the reaction product. (2) Given the reactants C(O[C:4](=[O:20])[C:5]1[CH:10]=[CH:9][C:8]([Br:11])=[CH:7][C:6]=1[C:12](=O)[C:13]1[CH:18]=[CH:17][CH:16]=[CH:15][CH:14]=1)C.[CH:21]([NH2:24])([CH3:23])[CH3:22].C([BH3-])#N.[Na+], predict the reaction product. The product is: [Br:11][C:8]1[CH:7]=[C:6]2[C:5](=[CH:10][CH:9]=1)[C:4](=[O:20])[N:24]([CH:21]([CH3:23])[CH3:22])[CH:12]2[C:13]1[CH:14]=[CH:15][CH:16]=[CH:17][CH:18]=1. (3) Given the reactants [Cl:1][C:2]1[CH:7]=[CH:6][N:5]=[C:4]2[CH:8]=[CH:9][S:10][C:3]=12.[Cl-].I[C:13]1[CH:14]=[N:15][N:16]([CH2:18][CH2:19][N:20]([CH3:28])[C:21](=[O:27])[O:22][C:23]([CH3:26])([CH3:25])[CH3:24])[CH:17]=1, predict the reaction product. The product is: [Cl:1][C:2]1[CH:7]=[CH:6][N:5]=[C:4]2[CH:8]=[C:9]([C:13]3[CH:14]=[N:15][N:16]([CH2:18][CH2:19][N:20]([CH3:28])[C:21](=[O:27])[O:22][C:23]([CH3:24])([CH3:25])[CH3:26])[CH:17]=3)[S:10][C:3]=12. (4) Given the reactants [Cl:1][C:2]([O:5][C:6](=[O:12])[O:7][C:8](Cl)(Cl)Cl)(Cl)Cl.[N:13]1[CH:18]=CC=C[CH:14]=1.[O:19]1[CH2:23][CH2:22][CH2:21][CH2:20]1, predict the reaction product. The product is: [ClH:1].[C:6](=[O:12])([O:7][CH:8]1[CH2:22][CH2:23][O:19][CH2:20][CH2:21]1)[O:5][CH2:2][CH2:18][NH:13][CH3:14]. (5) Given the reactants [F:1][C:2]1[CH:3]=[C:4]([C:8]2[CH2:9][CH2:10][C:11]([C:20](O)=[O:21])([C:14]3[CH:19]=[CH:18][CH:17]=[CH:16][CH:15]=3)[CH2:12][CH:13]=2)[CH:5]=[N:6][CH:7]=1.CCN(CC)CC.CN(C(F)=[N+](C)C)C.F[P-](F)(F)(F)(F)F.[NH2:45][O:46]C1CCCCO1.Cl, predict the reaction product. The product is: [F:1][C:2]1[CH:3]=[C:4]([C:8]2[CH2:9][CH2:10][C:11]([C:20]([NH:45][OH:46])=[O:21])([C:14]3[CH:15]=[CH:16][CH:17]=[CH:18][CH:19]=3)[CH2:12][CH:13]=2)[CH:5]=[N:6][CH:7]=1. (6) Given the reactants [F:1][C:2]1[CH:32]=[CH:31][C:5]([CH2:6][NH:7][C:8]2[N:9]([CH2:20][C:21]3[CH:26]=[CH:25][C:24]([C:27]([F:30])([F:29])[F:28])=[CH:23][CH:22]=3)[N:10]=[C:11]3[C:16]=2[C:15](=[O:17])[N:14]([CH3:18])[C:13](=[O:19])[NH:12]3)=[CH:4][CH:3]=1.[CH2:33](I)[CH:34]([CH3:36])[CH3:35].IC1CCCC1, predict the reaction product. The product is: [F:1][C:2]1[CH:3]=[CH:4][C:5]([CH2:6][NH:7][C:8]2[N:9]([CH2:20][C:21]3[CH:26]=[CH:25][C:24]([C:27]([F:28])([F:30])[F:29])=[CH:23][CH:22]=3)[N:10]=[C:11]3[C:16]=2[C:15](=[O:17])[N:14]([CH3:18])[C:13](=[O:19])[N:12]3[CH2:33][CH:34]([CH3:36])[CH3:35])=[CH:31][CH:32]=1. (7) Given the reactants [Cl:1][C:2]1[CH:16]=[CH:15][C:5]([CH2:6][O:7][C:8]2[CH:13]=[CH:12][NH:11][C:10](=[O:14])[CH:9]=2)=[CH:4][CH:3]=1.Br[C:18]1[CH:19]=[CH:20][C:21]2[C:22]3[CH2:32][N:31]([C:33]([O:35][CH2:36][CH2:37][CH2:38][CH3:39])=[O:34])[CH2:30][CH2:29][CH2:28][C:23]=3[N:24]([CH3:27])[C:25]=2[CH:26]=1.OC1C=CC=C2C=1N=CC=C2.C([O-])([O-])=O.[Cs+].[Cs+], predict the reaction product. The product is: [Cl:1][C:2]1[CH:16]=[CH:15][C:5]([CH2:6][O:7][C:8]2[CH:13]=[CH:12][N:11]([C:18]3[CH:19]=[CH:20][C:21]4[C:22]5[CH2:32][N:31]([C:33]([O:35][CH2:36][CH2:37][CH2:38][CH3:39])=[O:34])[CH2:30][CH2:29][CH2:28][C:23]=5[N:24]([CH3:27])[C:25]=4[CH:26]=3)[C:10](=[O:14])[CH:9]=2)=[CH:4][CH:3]=1.